From a dataset of Reaction yield outcomes from USPTO patents with 853,638 reactions. Predict the reaction yield, written as a fraction of the theoretical maximum amount of product (1.0 means a 100% yield; for example, 0.34 means a 34% yield). (1) The reactants are FC(F)(S(O[C:17]1[CH:18]=[C:19]2[C:36](=[CH:37][CH:38]=1)[C:23]1=[N:24][O:25][C:26]([C:27]3[CH:32]=[CH:31][C:30]([CH2:33][CH2:34][CH3:35])=[CH:29][CH:28]=3)=[C:22]1[CH2:21][CH2:20]2)(=O)=O)C(F)(F)C(F)(F)C(F)(F)F.[Cl-].[Li+].[CH2:42]([Sn](CCCC)(CCCC)C=C)[CH2:43]CC. The catalyst is C1C=CC([P]([Pd]([P](C2C=CC=CC=2)(C2C=CC=CC=2)C2C=CC=CC=2)([P](C2C=CC=CC=2)(C2C=CC=CC=2)C2C=CC=CC=2)[P](C2C=CC=CC=2)(C2C=CC=CC=2)C2C=CC=CC=2)(C2C=CC=CC=2)C2C=CC=CC=2)=CC=1.O1CCOCC1. The product is [CH2:33]([C:30]1[CH:31]=[CH:32][C:27]([C:26]2[O:25][N:24]=[C:23]3[C:36]4[C:19]([CH2:20][CH2:21][C:22]=23)=[CH:18][C:17]([CH:42]=[CH2:43])=[CH:38][CH:37]=4)=[CH:28][CH:29]=1)[CH2:34][CH3:35]. The yield is 0.860. (2) The reactants are [OH:1][C:2]([C:8]1[CH:13]=[CH:12][C:11]([O:14][C:15]2[CH:20]=[CH:19][CH:18]=[CH:17][CH:16]=2)=[CH:10][CH:9]=1)=[C:3]([C:6]#[N:7])[C:4]#[N:5].[CH:21](OC)(OC)OC. No catalyst specified. The product is [CH3:21][O:1][C:2]([C:8]1[CH:13]=[CH:12][C:11]([O:14][C:15]2[CH:20]=[CH:19][CH:18]=[CH:17][CH:16]=2)=[CH:10][CH:9]=1)=[C:3]([C:4]#[N:5])[C:6]#[N:7]. The yield is 0.475. (3) The reactants are [CH3:1][O:2][N:3]=[CH:4][C:5]([O-:7])=O.[Cl:8][C:9]1[C:15]([O:16][CH2:17][C:18]#[CH:19])=[CH:14][C:12]([NH2:13])=[C:11]([F:20])[CH:10]=1.P(Cl)(Cl)Cl.O.C(=O)(O)[O-].[Na+]. The catalyst is C1(C)C(C)=CC=CC=1. The product is [Cl:8][C:9]1[C:15]([O:16][CH2:17][C:18]#[CH:19])=[CH:14][C:12]([NH:13][C:5](=[O:7])[CH:4]=[N:3][O:2][CH3:1])=[C:11]([F:20])[CH:10]=1. The yield is 0.490. (4) The yield is 0.520. The reactants are C([O:3][P:4]([CH2:9][CH2:10][NH:11][C:12]([C:14]1[C:15]2[CH:16]=[CH:17][CH:18]=[N:19][C:20]=2[C:21]([O:36]C(C2C=CC=CC=2)C2C=CC=CC=2)=[C:22]2[C:26](=[O:27])[N:25]([CH2:28][C:29]3[CH:34]=[CH:33][C:32]([F:35])=[CH:31][CH:30]=3)[CH2:24][C:23]=12)=[O:13])(=[O:8])[O:5]CC)C.C[Si](Br)(C)C. The product is [F:35][C:32]1[CH:31]=[CH:30][C:29]([CH2:28][N:25]2[C:26](=[O:27])[C:22]3[C:23](=[C:14]([C:12]([NH:11][CH2:10][CH2:9][P:4](=[O:3])([OH:5])[OH:8])=[O:13])[C:15]4[CH:16]=[CH:17][CH:18]=[N:19][C:20]=4[C:21]=3[OH:36])[CH2:24]2)=[CH:34][CH:33]=1. The catalyst is ClCCl. (5) The reactants are S(Cl)([Cl:3])=O.[NH2:5][CH:6]([C:8]([OH:10])=[O:9])[CH3:7].[CH:11](O)([CH3:13])[CH3:12]. No catalyst specified. The product is [ClH:3].[NH2:5][C@H:6]([C:8]([O:10][CH:11]([CH3:13])[CH3:12])=[O:9])[CH3:7]. The yield is 1.00.